This data is from Retrosynthesis with 50K atom-mapped reactions and 10 reaction types from USPTO. The task is: Predict the reactants needed to synthesize the given product. (1) Given the product c1ccc(C2CCCCC2)cc1, predict the reactants needed to synthesize it. The reactants are: BrC1CCCCC1.[Mg+]c1ccccc1. (2) Given the product Cc1ncc(F)cc1C=O, predict the reactants needed to synthesize it. The reactants are: Cc1ncc(F)cc1CO. (3) Given the product Nc1ncc(Br)cc1C(=O)c1ccccc1, predict the reactants needed to synthesize it. The reactants are: CON(C)C(=O)c1cc(Br)cnc1N.[Mg+]c1ccccc1. (4) Given the product C[Si](C)(C)COc1ccc(C=C(C(N)=O)C(N)=O)cc1, predict the reactants needed to synthesize it. The reactants are: C[Si](C)(C)COc1ccc(C=O)cc1.NC(=O)CC(N)=O. (5) Given the product CCOC(=O)c1ccc(N(CC)c2cc3c(cc2C)C(C)(C)CC=C3CC)cc1, predict the reactants needed to synthesize it. The reactants are: CC=O.CCOC(=O)c1ccc(Nc2cc3c(cc2C)C(C)(C)CC=C3CC)cc1.